From a dataset of Reaction yield outcomes from USPTO patents with 853,638 reactions. Predict the reaction yield, written as a fraction of the theoretical maximum amount of product (1.0 means a 100% yield; for example, 0.34 means a 34% yield). (1) The reactants are CO.[NH3:3].Cl[C:5]1[C:14]2[C:9](=[CH:10][C:11]([F:24])=[C:12]([O:15][C:16]3[C:21]([CH3:22])=[CH:20][CH:19]=[CH:18][C:17]=3[CH3:23])[CH:13]=2)[N:8]=[C:7]([N:25]2[CH:29]=[C:28]([C:30]([O:32][CH2:33][CH3:34])=[O:31])[CH:27]=[N:26]2)[N:6]=1. The catalyst is C1COCC1. The product is [NH2:3][C:5]1[C:14]2[C:9](=[CH:10][C:11]([F:24])=[C:12]([O:15][C:16]3[C:21]([CH3:22])=[CH:20][CH:19]=[CH:18][C:17]=3[CH3:23])[CH:13]=2)[N:8]=[C:7]([N:25]2[CH:29]=[C:28]([C:30]([O:32][CH2:33][CH3:34])=[O:31])[CH:27]=[N:26]2)[N:6]=1. The yield is 0.640. (2) The reactants are C(C[C:4]([C:12]1[CH:17]=[CH:16][C:15]([O:18][CH3:19])=[CH:14][CH:13]=1)(C)C(C)(O)C([O-])=O)C.[C:20]([O:23][C:24](=[O:26])[CH3:25])(=O)[CH3:21].[CH3:27][C:28](C)([O-])[CH3:29].[K+].O. The catalyst is C1COCC1.CN(C1C=CC=CN=1)C. The product is [CH3:19][O:18][C:15]1[CH:16]=[CH:17][C:12](/[CH:4]=[C:25](\[CH:28]([CH3:29])[CH3:27])/[C:24]([O:23][CH2:20][CH3:21])=[O:26])=[CH:13][CH:14]=1. The yield is 0.630. (3) The reactants are [CH3:1][N:2]([C:26]1[CH:31]=[CH:30][CH:29]=[CH:28][CH:27]=1)[S:3]([C:6]1[CH:11]=[CH:10][CH:9]=[CH:8][C:7]=1[CH2:12][C:13]1[C:21]2[C:20](=[O:22])[CH2:19][C:18]([CH3:24])([CH3:23])[CH2:17][C:16]=2[NH:15][C:14]=1[CH3:25])(=[O:5])=[O:4].Br[CH2:33][C:34]([O:36][CH2:37][CH3:38])=[O:35].C(=O)([O-])[O-].[K+].[K+].[I-].[K+].[Cl-].[NH4+]. The catalyst is C(#N)C. The product is [CH3:25][C:14]1[N:15]([CH2:33][C:34]([O:36][CH2:37][CH3:38])=[O:35])[C:16]2[CH2:17][C:18]([CH3:23])([CH3:24])[CH2:19][C:20](=[O:22])[C:21]=2[C:13]=1[CH2:12][C:7]1[CH:8]=[CH:9][CH:10]=[CH:11][C:6]=1[S:3](=[O:5])(=[O:4])[N:2]([CH3:1])[C:26]1[CH:27]=[CH:28][CH:29]=[CH:30][CH:31]=1. The yield is 0.170. (4) The reactants are [F:1][C:2]1[CH:7]=[CH:6][CH:5]=[C:4]([O:8][CH2:9][CH:10]([CH3:12])[CH3:11])[CH:3]=1.[Li]C(CC)C.CN(C)[CH:20]=[O:21]. The catalyst is O1CCCC1. The product is [F:1][C:2]1[CH:7]=[CH:6][CH:5]=[C:4]([O:8][CH2:9][CH:10]([CH3:12])[CH3:11])[C:3]=1[CH:20]=[O:21]. The yield is 0.610. (5) The reactants are [CH2:1]([C:3]1[CH:11]=[C:10]([CH2:12][CH3:13])[C:9]([C:14]([O:16][CH3:17])=[O:15])=[CH:8][C:4]=1[C:5]([OH:7])=O)[CH3:2].Cl.[NH:19]1[CH2:24][CH2:23][CH:22]([C:25]2[CH:32]=[CH:31][C:28]([C:29]#[N:30])=[CH:27][CH:26]=2)[CH2:21][CH2:20]1.CCN=C=NCCCN(C)C.Cl. The catalyst is CN(C)C1C=CN=CC=1.CN(C)C=O.C(OCC)(=O)C. The product is [C:29]([C:28]1[CH:27]=[CH:26][C:25]([CH:22]2[CH2:23][CH2:24][N:19]([C:5]([C:4]3[C:3]([CH2:1][CH3:2])=[CH:11][C:10]([CH2:12][CH3:13])=[C:9]([CH:8]=3)[C:14]([O:16][CH3:17])=[O:15])=[O:7])[CH2:20][CH2:21]2)=[CH:32][CH:31]=1)#[N:30]. The yield is 0.600. (6) The yield is 0.430. The catalyst is CN(C)C=O. The product is [Si:20]([O:1][CH2:2][C:3]([C:5]1[CH:10]=[CH:9][CH:8]=[CH:7][CH:6]=1)=[O:4])([C:16]([CH3:19])([CH3:18])[CH3:17])([CH3:23])[CH3:22]. The reactants are [OH:1][CH2:2][C:3]([C:5]1[CH:10]=[CH:9][CH:8]=[CH:7][CH:6]=1)=[O:4].N1C=CN=C1.[C:16]([Si:20]([CH3:23])([CH3:22])Cl)([CH3:19])([CH3:18])[CH3:17].O. (7) The reactants are C[O:2][C:3](=[O:35])[CH:4]([O:32][CH2:33][CH3:34])[CH2:5][C:6]1[CH:11]=[CH:10][CH:9]=[C:8]([CH2:12][CH2:13][N:14]([CH2:25][CH2:26][CH2:27][CH2:28][CH2:29][CH2:30][CH3:31])[C:15]([NH:17][C:18]2[CH:23]=[CH:22][C:21]([CH3:24])=[CH:20][CH:19]=2)=[O:16])[CH:7]=1.[Li+].[OH-]. The catalyst is O1CCCC1. The product is [CH2:33]([O:32][CH:4]([CH2:5][C:6]1[CH:11]=[CH:10][CH:9]=[C:8]([CH2:12][CH2:13][N:14]([CH2:25][CH2:26][CH2:27][CH2:28][CH2:29][CH2:30][CH3:31])[C:15]([NH:17][C:18]2[CH:23]=[CH:22][C:21]([CH3:24])=[CH:20][CH:19]=2)=[O:16])[CH:7]=1)[C:3]([OH:35])=[O:2])[CH3:34]. The yield is 0.850. (8) The reactants are [Cl:1][C:2]1[CH:3]=[C:4]([CH:8]2[C:12]([C:15]3[CH:20]=[CH:19][C:18]([Cl:21])=[CH:17][CH:16]=3)([C:13]#[N:14])[CH:11]([CH2:22][C:23]([CH3:26])([CH3:25])[CH3:24])[NH:10][CH:9]2[C:27]([OH:29])=O)[CH:5]=[CH:6][CH:7]=1.CC1(C)[O:35][C@@H:34]([CH2:36][CH2:37][NH2:38])[CH2:33][O:32]1.CN(C(ON1N=NC2C=CC=NC1=2)=[N+](C)C)C.F[P-](F)(F)(F)(F)F.CCN(C(C)C)C(C)C. The catalyst is C(Cl)Cl. The product is [OH:35][C@H:34]([CH2:33][OH:32])[CH2:36][CH2:37][NH:38][C:27]([CH:9]1[CH:8]([C:4]2[CH:5]=[CH:6][CH:7]=[C:2]([Cl:1])[CH:3]=2)[C:12]([C:15]2[CH:20]=[CH:19][C:18]([Cl:21])=[CH:17][CH:16]=2)([C:13]#[N:14])[CH:11]([CH2:22][C:23]([CH3:25])([CH3:24])[CH3:26])[NH:10]1)=[O:29]. The yield is 0.867. (9) The reactants are [CH:1]([N:4]1[C:8]([C:9]2[N:10]=[C:11]3[C:17]4[CH:18]=[N:19][C:20]([OH:22])=[CH:21][C:16]=4[O:15][CH2:14][CH2:13][N:12]3[CH:23]=2)=[N:7][C:6]([CH3:24])=[N:5]1)([CH3:3])[CH3:2].ClC1C=CC(N([S:33]([C:36]([F:39])([F:38])[F:37])(=[O:35])=[O:34])[S:33]([C:36]([F:39])([F:38])[F:37])(=[O:35])=[O:34])=NC=1.C(N(CC)CC)C. The catalyst is CN(C)C(=O)C.Cl.C(OCC)(=O)C. The product is [F:37][C:36]([F:39])([F:38])[S:33]([O:22][C:20]1[N:19]=[CH:18][C:17]2[C:11]3[N:12]([CH:23]=[C:9]([C:8]4[N:4]([CH:1]([CH3:3])[CH3:2])[N:5]=[C:6]([CH3:24])[N:7]=4)[N:10]=3)[CH2:13][CH2:14][O:15][C:16]=2[CH:21]=1)(=[O:35])=[O:34]. The yield is 0.710. (10) The reactants are [Si:1]([O:8][CH2:9][C@:10]1([CH3:39])[S:16][CH2:15][CH2:14][N:13]2[C:17]([C:20]3([C:23]4[CH:28]=[CH:27][C:26](B5OC(C)(C)C(C)(C)O5)=[CH:25][C:24]=4[F:38])[CH2:22][CH2:21]3)=[N:18][N:19]=[C:12]2[CH2:11]1)([C:4]([CH3:7])([CH3:6])[CH3:5])([CH3:3])[CH3:2].Cl[C:41]1[N:42]=[N:43][C:44]([CH3:47])=[CH:45][CH:46]=1.C1(P(C2CCCCC2)C2CCCCC2)CCCCC1.P([O-])([O-])([O-])=O.[K+].[K+].[K+]. The catalyst is O1CCOCC1.O.C(Cl)Cl.C1C=CC(/C=C/C(/C=C/C2C=CC=CC=2)=O)=CC=1.C1C=CC(/C=C/C(/C=C/C2C=CC=CC=2)=O)=CC=1.C1C=CC(/C=C/C(/C=C/C2C=CC=CC=2)=O)=CC=1.[Pd].[Pd]. The product is [Si:1]([O:8][CH2:9][C@:10]1([CH3:39])[S:16][CH2:15][CH2:14][N:13]2[C:17]([C:20]3([C:23]4[CH:28]=[CH:27][C:26]([C:41]5[N:42]=[N:43][C:44]([CH3:47])=[CH:45][CH:46]=5)=[CH:25][C:24]=4[F:38])[CH2:22][CH2:21]3)=[N:18][N:19]=[C:12]2[CH2:11]1)([C:4]([CH3:5])([CH3:7])[CH3:6])([CH3:2])[CH3:3]. The yield is 0.650.